From a dataset of Reaction yield outcomes from USPTO patents with 853,638 reactions. Predict the reaction yield, written as a fraction of the theoretical maximum amount of product (1.0 means a 100% yield; for example, 0.34 means a 34% yield). (1) The reactants are CCN(C(C)C)C(C)C.[Li]CCCC.CN(P(N(C)C)(N(C)C)=O)C.[O:26]1[CH2:31][CH2:30][CH:29]=[C:28]([C:32]([O:34][CH2:35][C:36]2[CH:41]=[CH:40][CH:39]=[CH:38][CH:37]=2)=[O:33])[CH2:27]1.Cl[CH2:43][O:44][CH2:45][C:46]1[CH:51]=[CH:50][CH:49]=[CH:48][CH:47]=1. The catalyst is C1COCC1.CCOC(C)=O. The product is [CH2:45]([O:44][CH2:43][C:28]1([C:32]([O:34][CH2:35][C:36]2[CH:41]=[CH:40][CH:39]=[CH:38][CH:37]=2)=[O:33])[CH:29]=[CH:30][CH2:31][O:26][CH2:27]1)[C:46]1[CH:51]=[CH:50][CH:49]=[CH:48][CH:47]=1. The yield is 0.680. (2) The yield is 0.150. The product is [N:17]12[CH2:25][CH2:24][CH:21]([CH2:22][CH2:23]1)[N:20]([C:1]([O:2][C:3]1[CH:8]=[CH:7][CH:6]=[CH:5][C:4]=1[C:9]1[CH:14]=[CH:13][CH:12]=[CH:11][CH:10]=1)=[O:15])[CH2:19][CH2:18]2. The reactants are [C:1](Cl)(=[O:15])[O:2][C:3]1[CH:8]=[CH:7][CH:6]=[CH:5][C:4]=1[C:9]1[CH:14]=[CH:13][CH:12]=[CH:11][CH:10]=1.[N:17]12[CH2:25][CH2:24][CH:21]([CH2:22][CH2:23]1)[NH:20][CH2:19][CH2:18]2. No catalyst specified. (3) The reactants are [CH:1]1([CH2:4][O:5][C:6]2[CH:7]=[C:8]([CH2:12][C:13](Cl)=[N:14][OH:15])[CH:9]=[CH:10][CH:11]=2)[CH2:3][CH2:2]1.[C:17]([C:19]1[C:20]([NH2:26])=[N:21][C:22]([NH2:25])=[CH:23][CH:24]=1)#[CH:18].C(N(CC)CC)C. The catalyst is O1CCCC1. The product is [CH:1]1([CH2:4][O:5][C:6]2[CH:7]=[C:8]([CH:9]=[CH:10][CH:11]=2)[CH2:12][C:13]2[CH:18]=[C:17]([C:19]3[C:20]([NH2:26])=[N:21][C:22]([NH2:25])=[CH:23][CH:24]=3)[O:15][N:14]=2)[CH2:3][CH2:2]1. The yield is 0.560. (4) The reactants are [CH3:1][C:2]1([CH3:21])[O:7][CH2:6][C:5](=[CH:8][CH2:9][N:10]2[CH:18]=[N:17][C:16]3[C:11]2=[N:12][C:13]([NH2:20])=[N:14][C:15]=3Cl)[CH2:4][O:3]1.C(N(CC)CC)C. The catalyst is [Pd].C(OCC)(=O)C. The product is [NH2:20][C:13]1[N:12]=[C:11]2[C:16]([N:17]=[CH:18][N:10]2[CH2:9][CH2:8][CH:5]2[CH2:6][O:7][C:2]([CH3:21])([CH3:1])[O:3][CH2:4]2)=[CH:15][N:14]=1. The yield is 0.740. (5) The reactants are O.[NH2:2][NH2:3].[C:4]([N:11]1[CH2:16][CH2:15][CH:14]([C:17](OC)=O)[CH2:13][C:12]1=C)([O:6][C:7]([CH3:10])([CH3:9])[CH3:8])=[O:5].[CH2:22]([OH:26])CCC. No catalyst specified. The product is [C:7]([O:6][C:4]([N:11]1[CH2:12][CH2:13][C:14]2([NH:3][NH:2][C:22](=[O:26])[CH2:17]2)[CH2:15][CH2:16]1)=[O:5])([CH3:8])([CH3:9])[CH3:10]. The yield is 0.630. (6) The reactants are [C:1](Cl)([C:14]1[CH:19]=[CH:18][CH:17]=[CH:16][CH:15]=1)([C:8]1[CH:13]=[CH:12][CH:11]=[CH:10][CH:9]=1)[C:2]1[CH:7]=[CH:6][CH:5]=[CH:4][CH:3]=1.Cl.[CH3:22][O:23][C:24](=[O:29])[C@H:25]([CH2:27][OH:28])[NH2:26].C(N(CC)CC)C. The catalyst is C1COCC1. The product is [CH3:22][O:23][C:24](=[O:29])[C@H:25]([CH2:27][OH:28])[NH:26][C:1]([C:14]1[CH:19]=[CH:18][CH:17]=[CH:16][CH:15]=1)([C:8]1[CH:13]=[CH:12][CH:11]=[CH:10][CH:9]=1)[C:2]1[CH:7]=[CH:6][CH:5]=[CH:4][CH:3]=1. The yield is 0.580.